From a dataset of Catalyst prediction with 721,799 reactions and 888 catalyst types from USPTO. Predict which catalyst facilitates the given reaction. (1) Reactant: C(OC(=O)[NH:7][CH:8]([C:10]1[C:15]([F:16])=[CH:14][C:13]([F:17])=[CH:12][N:11]=1)[CH3:9])(C)(C)C.Cl. Product: [F:16][C:15]1[C:10]([CH:8]([NH2:7])[CH3:9])=[N:11][CH:12]=[C:13]([F:17])[CH:14]=1. The catalyst class is: 135. (2) The catalyst class is: 634. Reactant: [C:1]([N:8]1[CH2:15][C@H:14]([OH:16])[CH2:13][C@H:9]1[C:10]([OH:12])=O)([O:3][C:4]([CH3:7])([CH3:6])[CH3:5])=[O:2].Cl.[CH:18]1([N:22]2[CH2:28][CH2:27][CH2:26][NH:25][CH2:24][CH2:23]2)[CH2:21][CH2:20][CH2:19]1.C(Cl)CCl.C1C=CC2N(O)N=NC=2C=1.CCN(CC)CC. Product: [C:4]([O:3][C:1]([N:8]1[CH2:15][C@H:14]([OH:16])[CH2:13][C@H:9]1[C:10]([N:25]1[CH2:26][CH2:27][CH2:28][N:22]([CH:18]2[CH2:19][CH2:20][CH2:21]2)[CH2:23][CH2:24]1)=[O:12])=[O:2])([CH3:5])([CH3:6])[CH3:7]. (3) Reactant: C[O:2][C:3](=[O:17])[CH:4]=[CH:5][C:6]1[CH:11]=[CH:10][C:9]([F:12])=[CH:8][C:7]=1[NH:13][CH2:14][CH2:15][CH3:16].[Li+].[OH-]. Product: [F:12][C:9]1[CH:10]=[CH:11][C:6]([CH:5]=[CH:4][C:3]([OH:17])=[O:2])=[C:7]([NH:13][CH2:14][CH2:15][CH3:16])[CH:8]=1. The catalyst class is: 36. (4) Reactant: O[CH2:2][C:3]([CH3:14])([CH3:13])[CH2:4][NH:5][C:6](=[O:12])[O:7][C:8]([CH3:11])([CH3:10])[CH3:9].[CH3:15][C:16]1([CH3:28])[C:20]([CH3:22])([CH3:21])[O:19][B:18]([C:23]2[CH:24]=[N:25][NH:26][CH:27]=2)[O:17]1.C(P(CCCC)(CCCC)=CC#N)CCC. Product: [CH3:13][C:3]([CH3:14])([CH2:2][N:26]1[CH:27]=[C:23]([B:18]2[O:17][C:16]([CH3:28])([CH3:15])[C:20]([CH3:22])([CH3:21])[O:19]2)[CH:24]=[N:25]1)[CH2:4][NH:5][C:6](=[O:12])[O:7][C:8]([CH3:11])([CH3:10])[CH3:9]. The catalyst class is: 11. (5) Reactant: P([O-])(O)(O)=O.[Na+].[Na].[CH3:8][O:9][C:10]1[CH:15]=[CH:14][C:13]([C@@H:16]2[C@H:21]([O:22][CH2:23][C:24]#[CH:25])[CH2:20][NH:19][CH2:18][C@@H:17]2[O:26][CH:27]([C:38]2[CH:39]=[CH:40][C:41]3[O:46][CH2:45][CH2:44][N:43]([CH2:47][CH2:48][CH2:49][O:50][CH3:51])[C:42]=3[CH:52]=2)S(C2C=CC(C)=CC=2)(=O)=O)=[CH:12][CH:11]=1. Product: [CH3:8][O:9][C:10]1[CH:15]=[CH:14][C:13]([C@@H:16]2[C@H:21]([O:22][CH2:23][C:24]#[CH:25])[CH2:20][NH:19][CH2:18][C@@H:17]2[O:26][CH2:27][C:38]2[CH:39]=[CH:40][C:41]3[O:46][CH2:45][CH2:44][N:43]([CH2:47][CH2:48][CH2:49][O:50][CH3:51])[C:42]=3[CH:52]=2)=[CH:12][CH:11]=1. The catalyst class is: 7.